From a dataset of NCI-60 drug combinations with 297,098 pairs across 59 cell lines. Regression. Given two drug SMILES strings and cell line genomic features, predict the synergy score measuring deviation from expected non-interaction effect. (1) Drug 1: C1=CC(=CC=C1C#N)C(C2=CC=C(C=C2)C#N)N3C=NC=N3. Drug 2: C(CN)CNCCSP(=O)(O)O. Cell line: NCI-H226. Synergy scores: CSS=-1.36, Synergy_ZIP=-0.442, Synergy_Bliss=-2.69, Synergy_Loewe=3.25, Synergy_HSA=-4.96. (2) Drug 1: C1=NC2=C(N=C(N=C2N1C3C(C(C(O3)CO)O)F)Cl)N. Drug 2: C1=NNC2=C1C(=O)NC=N2. Cell line: HL-60(TB). Synergy scores: CSS=36.0, Synergy_ZIP=-2.15, Synergy_Bliss=-1.93, Synergy_Loewe=-60.5, Synergy_HSA=-1.74. (3) Drug 1: CC1C(C(CC(O1)OC2CC(CC3=C2C(=C4C(=C3O)C(=O)C5=C(C4=O)C(=CC=C5)OC)O)(C(=O)CO)O)N)O.Cl. Drug 2: C1C(C(OC1N2C=NC3=C2NC=NCC3O)CO)O. Cell line: U251. Synergy scores: CSS=3.91, Synergy_ZIP=0.608, Synergy_Bliss=0.872, Synergy_Loewe=-17.7, Synergy_HSA=-1.62. (4) Drug 1: CC1=C2C(C(=O)C3(C(CC4C(C3C(C(C2(C)C)(CC1OC(=O)C(C(C5=CC=CC=C5)NC(=O)OC(C)(C)C)O)O)OC(=O)C6=CC=CC=C6)(CO4)OC(=O)C)OC)C)OC. Drug 2: CC12CCC3C(C1CCC2O)C(CC4=C3C=CC(=C4)O)CCCCCCCCCS(=O)CCCC(C(F)(F)F)(F)F. Cell line: SF-295. Synergy scores: CSS=54.2, Synergy_ZIP=13.1, Synergy_Bliss=13.2, Synergy_Loewe=-19.9, Synergy_HSA=13.4. (5) Drug 1: C1=C(C(=O)NC(=O)N1)F. Drug 2: C1=CC=C(C(=C1)C(C2=CC=C(C=C2)Cl)C(Cl)Cl)Cl. Cell line: TK-10. Synergy scores: CSS=23.0, Synergy_ZIP=4.05, Synergy_Bliss=4.09, Synergy_Loewe=0.276, Synergy_HSA=4.81. (6) Drug 1: C1CN(CCN1C(=O)CCBr)C(=O)CCBr. Drug 2: C1CN(P(=O)(OC1)NCCCl)CCCl. Cell line: NCI/ADR-RES. Synergy scores: CSS=12.5, Synergy_ZIP=-4.19, Synergy_Bliss=-3.85, Synergy_Loewe=-15.9, Synergy_HSA=-6.07. (7) Drug 1: CCCS(=O)(=O)NC1=C(C(=C(C=C1)F)C(=O)C2=CNC3=C2C=C(C=N3)C4=CC=C(C=C4)Cl)F. Drug 2: CC12CCC3C(C1CCC2=O)CC(=C)C4=CC(=O)C=CC34C. Cell line: HL-60(TB). Synergy scores: CSS=49.8, Synergy_ZIP=2.45, Synergy_Bliss=-1.48, Synergy_Loewe=-8.90, Synergy_HSA=-9.15.